This data is from TCR-epitope binding with 47,182 pairs between 192 epitopes and 23,139 TCRs. The task is: Binary Classification. Given a T-cell receptor sequence (or CDR3 region) and an epitope sequence, predict whether binding occurs between them. (1) The epitope is TLIGDCATV. The TCR CDR3 sequence is CATSDPVIELGQETQYF. Result: 1 (the TCR binds to the epitope). (2) The epitope is FLPRVFSAV. The TCR CDR3 sequence is CASSQGGGASYEQYF. Result: 1 (the TCR binds to the epitope). (3) The TCR CDR3 sequence is CASSYLAHNEQFF. Result: 0 (the TCR does not bind to the epitope). The epitope is QVPLRPMTYK. (4) The epitope is KLVALGINAV. The TCR CDR3 sequence is CSVRTVSTDTQYF. Result: 0 (the TCR does not bind to the epitope). (5) The epitope is KLPDDFTGCV. The TCR CDR3 sequence is CASSQSDRGLYGYTF. Result: 1 (the TCR binds to the epitope). (6) The epitope is VVYRGTTTY. The TCR CDR3 sequence is CATSPGLGVIPSTDTQYF. Result: 1 (the TCR binds to the epitope).